Regression/Classification. Given a drug SMILES string, predict its absorption, distribution, metabolism, or excretion properties. Task type varies by dataset: regression for continuous measurements (e.g., permeability, clearance, half-life) or binary classification for categorical outcomes (e.g., BBB penetration, CYP inhibition). Dataset: cyp2c19_veith. From a dataset of CYP2C19 inhibition data for predicting drug metabolism from PubChem BioAssay. (1) The molecule is CC(C)CC(=O)NC(Sc1ccc(Cl)cc1)C(Cl)(Cl)Cl. The result is 1 (inhibitor). (2) The compound is COc1cc(N)c(Cl)cc1C(=O)OCCCN1CCCCC1. The result is 0 (non-inhibitor). (3) The drug is C[C@@H]1C(=O)NC2=Nc3cccc(Cl)c3CN21. The result is 0 (non-inhibitor). (4) The drug is Cc1cc(Nc2ccc(N=Nc3ccc(O)c4ncccc34)cc2)nc(C)n1. The result is 0 (non-inhibitor). (5) The compound is CCCCOC(=S)NC(=O)c1sc2ccccc2c1Cl. The result is 1 (inhibitor). (6) The drug is O=C(Nc1ccccc1)N1CCCC2(CCN(C(=O)c3ccco3)CC2)C1. The result is 0 (non-inhibitor). (7) The drug is COc1cccc(Nc2ncc3nc(-c4ccccc4)c(=O)n(C)c3n2)c1. The result is 0 (non-inhibitor).